Dataset: Reaction yield outcomes from USPTO patents with 853,638 reactions. Task: Predict the reaction yield, written as a fraction of the theoretical maximum amount of product (1.0 means a 100% yield; for example, 0.34 means a 34% yield). (1) The reactants are [F:1][C:2]1[CH:7]=[CH:6][C:5]([C:8]2[C:9]3[CH:21]=[CH:20][C:19](=[O:22])[N:18]([C:23]4[CH:28]=[CH:27][CH:26]=[CH:25][C:24]=4[CH3:29])[C:10]=3[N:11]=[C:12](S(C)(=O)=O)[N:13]=2)=[C:4]([CH3:30])[CH:3]=1.[NH2:31][C:32]([CH3:37])([CH2:35][OH:36])[CH2:33][OH:34]. No catalyst specified. The product is [F:1][C:2]1[CH:7]=[CH:6][C:5]([C:8]2[C:9]3[CH:21]=[CH:20][C:19](=[O:22])[N:18]([C:23]4[CH:28]=[CH:27][CH:26]=[CH:25][C:24]=4[CH3:29])[C:10]=3[N:11]=[C:12]([NH:31][C:32]([CH2:35][OH:36])([CH3:37])[CH2:33][OH:34])[N:13]=2)=[C:4]([CH3:30])[CH:3]=1. The yield is 0.620. (2) The yield is 0.950. The reactants are [N:1]([C:4]1[CH:13]=[CH:12][CH:11]=[CH:10][C:5]=1[C:6]([O:8][CH3:9])=[O:7])=[C:2]=[O:3].Br.Br.[C:16]([N:20]1[CH2:25][CH2:24][NH:23][CH2:22][CH2:21]1)([CH3:19])([CH3:18])[CH3:17].C(N(CC)C(C)C)(C)C. The product is [C:16]([N:20]1[CH2:25][CH2:24][N:23]([C:2]([NH:1][C:4]2[CH:13]=[CH:12][CH:11]=[CH:10][C:5]=2[C:6]([O:8][CH3:9])=[O:7])=[O:3])[CH2:22][CH2:21]1)([CH3:19])([CH3:18])[CH3:17]. The catalyst is ClCCl.CN(C)C=O.C(OCC)(=O)C. (3) The reactants are [CH3:1][O:2][C:3]1[CH:8]=[CH:7][CH:6]=[C:5]([C:9]#[C:10][C:11]([C:13]2[N:17]3[CH:18]=[CH:19][C:20]([O:22][CH2:23][CH2:24][O:25][CH3:26])=[CH:21][C:16]3=[N:15][CH:14]=2)=O)[C:4]=1[NH:27]C(=O)OC(C)(C)C.[I-:35].[Na+]. The catalyst is C(O)(=O)C.C(O)=O. The product is [I:35][C:9]1[C:5]2[C:4](=[C:3]([O:2][CH3:1])[CH:8]=[CH:7][CH:6]=2)[N:27]=[C:11]([C:13]2[N:17]3[CH:18]=[CH:19][C:20]([O:22][CH2:23][CH2:24][O:25][CH3:26])=[CH:21][C:16]3=[N:15][CH:14]=2)[CH:10]=1. The yield is 0.920. (4) The reactants are Br.[Br:2][C:3]1[CH:4]=[C:5]([CH2:10]Br)[C:6]([NH2:9])=[N:7][CH:8]=1.Cl.[CH2:13]([O:15][C:16](=[O:19])[CH2:17][NH2:18])[CH3:14].C(N(CC)CC)C. The catalyst is CN(C=O)C.O. The product is [CH2:13]([O:15][C:16](=[O:19])[CH2:17][NH:18][CH2:10][C:5]1[C:6]([NH2:9])=[N:7][CH:8]=[C:3]([Br:2])[CH:4]=1)[CH3:14]. The yield is 0.570. (5) The reactants are [C:1]([O:5][C:6]([CH3:9])([CH3:8])[CH3:7])(=[O:4])[NH:2][NH2:3].[F:10][C:11]1[CH:12]=[C:13]([CH:16]=[C:17]([F:19])[CH:18]=1)[CH:14]=O. The catalyst is C(OCC)(=O)C. The product is [F:10][C:11]1[CH:12]=[C:13]([CH:14]=[N:3][NH:2][C:1]([O:5][C:6]([CH3:9])([CH3:8])[CH3:7])=[O:4])[CH:16]=[C:17]([F:19])[CH:18]=1. The yield is 0.933. (6) The reactants are [Br:1][CH2:2][C:3]1[CH:8]=[CH:7][C:6]([CH2:9][C:10]([OH:12])=[O:11])=[CH:5][CH:4]=1.S(Cl)(Cl)=O.[CH3:17]O. No catalyst specified. The product is [CH3:17][O:11][C:10](=[O:12])[CH2:9][C:6]1[CH:5]=[CH:4][C:3]([CH2:2][Br:1])=[CH:8][CH:7]=1. The yield is 0.990.